This data is from Reaction yield outcomes from USPTO patents with 853,638 reactions. The task is: Predict the reaction yield, written as a fraction of the theoretical maximum amount of product (1.0 means a 100% yield; for example, 0.34 means a 34% yield). (1) The reactants are [C:9](O[C:9]([O:11][C:12]([CH3:15])([CH3:14])[CH3:13])=[O:10])([O:11][C:12]([CH3:15])([CH3:14])[CH3:13])=[O:10].[NH2:16][C:17]1[CH:22]=[CH:21][CH:20]=[C:19]([Br:23])[N:18]=1.C(N(CC)CC)C.O. The catalyst is ClCCl.CN(C)C1C=CN=CC=1. The product is [Br:23][C:19]1[N:18]=[C:17]([NH:16][C:9](=[O:10])[O:11][C:12]([CH3:13])([CH3:14])[CH3:15])[CH:22]=[CH:21][CH:20]=1. The yield is 0.500. (2) The reactants are [F:1][C:2]([F:11])([F:10])[C:3]1[CH:9]=[CH:8][C:6]([NH2:7])=[CH:5][CH:4]=1.[N+:12]([C:15]1[CH:22]=[CH:21][CH:20]=[CH:19][C:16]=1[CH:17]=O)([O-:14])=[O:13]. The catalyst is C(O)C. The product is [N+:12]([C:15]1[CH:22]=[CH:21][CH:20]=[CH:19][C:16]=1[CH:17]=[N:7][C:6]1[CH:8]=[CH:9][C:3]([C:2]([F:10])([F:11])[F:1])=[CH:4][CH:5]=1)([O-:14])=[O:13]. The yield is 0.723. (3) The reactants are Cl.CN(C)CCCN=C=NCC.[Cl:13][C:14]1[CH:15]=[CH:16][C:17]([C:20]([OH:22])=O)=[N:18][CH:19]=1.[F:23][C:24]1([F:45])[CH2:44][CH2:43][C:27]2([C:35]3([N:39]=[C:38]([NH2:40])[C:37]([CH3:41])=[N:36]3)[C:34]3[C:29](=[CH:30][CH:31]=[C:32]([NH2:42])[CH:33]=3)[CH2:28]2)[CH2:26][CH2:25]1.Cl. The catalyst is C(Cl)Cl.CN(C=O)C. The product is [NH2:40][C:38]1[C:37]([CH3:41])=[N:36][C:35]2([C:34]3[C:29](=[CH:30][CH:31]=[C:32]([NH:42][C:20]([C:17]4[CH:16]=[CH:15][C:14]([Cl:13])=[CH:19][N:18]=4)=[O:22])[CH:33]=3)[CH2:28][C:27]32[CH2:26][CH2:25][C:24]([F:45])([F:23])[CH2:44][CH2:43]3)[N:39]=1. The yield is 0.170. (4) The reactants are [F:1][C:2]1[CH:22]=[C:21]([N+:23]([O-])=O)[CH:20]=[CH:19][C:3]=1[O:4][C:5]1[N:10]=[CH:9][N:8]=[C:7]([NH:11][C:12](=[O:18])[O:13][C:14]([CH3:17])([CH3:16])[CH3:15])[CH:6]=1.[H][H]. The catalyst is CO.O=[Pt]=O. The product is [NH2:23][C:21]1[CH:20]=[CH:19][C:3]([O:4][C:5]2[N:10]=[CH:9][N:8]=[C:7]([NH:11][C:12](=[O:18])[O:13][C:14]([CH3:17])([CH3:16])[CH3:15])[CH:6]=2)=[C:2]([F:1])[CH:22]=1. The yield is 0.810. (5) The product is [CH2:3]([C:10](=[C:13]=[CH2:14])[CH:11]=[O:12])[C:4]1[CH:9]=[CH:8][CH:7]=[CH:6][CH:5]=1. The yield is 0.720. The catalyst is ClCCCl.CCOCC. The reactants are [Na+].[Cl-].[CH2:3]([C:10](=[C:13]=[CH2:14])[CH2:11][OH:12])[C:4]1[CH:9]=[CH:8][CH:7]=[CH:6][CH:5]=1. (6) The reactants are [N+:1]([C:4]1[CH:5]=[C:6]([CH:16]=[CH:17][CH:18]=1)[CH2:7][CH2:8][NH:9][C:10](=[O:15])[C:11]([F:14])([F:13])[F:12])([O-])=O. The catalyst is CO.[Pd]. The product is [NH2:1][C:4]1[CH:5]=[C:6]([CH:16]=[CH:17][CH:18]=1)[CH2:7][CH2:8][NH:9][C:10](=[O:15])[C:11]([F:12])([F:13])[F:14]. The yield is 0.980. (7) The reactants are [N:1]1[CH:6]=[CH:5][C:4]([CH2:7][OH:8])=[CH:3][CH:2]=1.[Si:9](Cl)([C:12]([CH3:15])([CH3:14])[CH3:13])([CH3:11])[CH3:10].N1C=CN=C1. The catalyst is CN(C=O)C. The product is [Si:9]([O:8][CH2:7][C:4]1[CH:5]=[CH:6][N:1]=[CH:2][CH:3]=1)([C:12]([CH3:15])([CH3:14])[CH3:13])([CH3:11])[CH3:10]. The yield is 0.460. (8) The reactants are [F:1][C:2]([F:15])([F:14])[O:3][C:4]1[CH:13]=[CH:12][C:7]2[N:8]=[C:9]([NH2:11])[S:10][C:6]=2[CH:5]=1.[Cl:16][C:17]1[CH:25]=[CH:24][C:20]([C:21](Cl)=[O:22])=[CH:19][CH:18]=1.Br[CH:27]([CH2:32][CH3:33])[C:28]([O:30]C)=[O:29].COC1C=CC2N=C(N)SC=2C=1.ClC1C=C(C=CC=1)C(Cl)=O.BrCC(OCC)=O. No catalyst specified. The product is [Cl:16][C:17]1[CH:25]=[CH:24][C:20]([C:21]([N:11]=[C:9]2[N:8]([CH:27]([CH2:32][CH3:33])[C:28]([OH:30])=[O:29])[C:7]3[CH:12]=[CH:13][C:4]([O:3][C:2]([F:1])([F:14])[F:15])=[CH:5][C:6]=3[S:10]2)=[O:22])=[CH:19][CH:18]=1. The yield is 0.220.